Binary Classification. Given a drug SMILES string, predict its activity (active/inactive) in a high-throughput screening assay against a specified biological target. From a dataset of HIV replication inhibition screening data with 41,000+ compounds from the AIDS Antiviral Screen. (1) The drug is COc1cc2nncc(SCc3ccc(Cl)cc3)c2cc1OC. The result is 0 (inactive). (2) The compound is O=P1(Cl)OCC2(CO1)COP(=O)(Cl)OC2. The result is 0 (inactive). (3) The molecule is CC(=O)OC1CCC2(C)C3=CCC4(C)C(C(C)=O)CCC4C34C=CC2(C1)C1C(=O)OC(=O)C14. The result is 0 (inactive). (4) The molecule is Cc1csc2c(=O)n(C3OC(CO)C(O)C3O)c(=O)[nH]c12. The result is 0 (inactive). (5) The drug is N#CC(=N)c1ncn(-c2ccccc2N)c1N. The result is 0 (inactive).